From a dataset of Catalyst prediction with 721,799 reactions and 888 catalyst types from USPTO. Predict which catalyst facilitates the given reaction. Reactant: [CH2:1]([S:8][CH2:9][C:10]1[O:14][N:13]=[C:12]([C:15]([OH:17])=O)[CH:11]=1)[C:2]1[CH:7]=[CH:6][CH:5]=[CH:4][CH:3]=1.C(N(CC)CC)C.Cl.C(N=C=NCCCN(C)C)C.ON1C2C=CC=CC=2N=N1.Cl.[O:48]1[CH2:52][CH2:51][CH:50]([CH2:53][NH2:54])[CH2:49]1. Product: [O:48]1[CH2:52][CH2:51][CH:50]([CH2:53][NH:54][C:15]([C:12]2[CH:11]=[C:10]([CH2:9][S:8][CH2:1][C:2]3[CH:3]=[CH:4][CH:5]=[CH:6][CH:7]=3)[O:14][N:13]=2)=[O:17])[CH2:49]1. The catalyst class is: 408.